This data is from Experimentally validated miRNA-target interactions with 360,000+ pairs, plus equal number of negative samples. The task is: Binary Classification. Given a miRNA mature sequence and a target amino acid sequence, predict their likelihood of interaction. (1) The miRNA is hsa-miR-4690-3p with sequence GCAGCCCAGCUGAGGCCUCUG. The protein sequence of the target gene is MTFEDVAVYFSQEEWGLLDTAQRALYRHVMLENFTLVTSLGLSTSRPRVVIQLERGEEPWVPSGKDMTLARNTYGRLNSGSWSLTEDRDVSGEWPRAFPDTPPGMTTSVFPVADACHSVKSLQRQPGASPSQERKPTGVSVIYWERLLLGSRSDQASISLRLTSPLRPPKSSRPREKTFTEYRVPGRQPRTPERQKPCAQEVPGRAFGNASDLKAASGGRDRRMGAAWQEPHRLLGGQEPSTWDELGEALHAGEKSFECRACSKVFVKSSDLLKHLRTHTGERPYECTQCGKAFSQTSHL.... Result: 1 (interaction). (2) The miRNA is mmu-miR-338-3p with sequence UCCAGCAUCAGUGAUUUUGUUG. The protein sequence of the target gene is MGDSRDLCPHLDSIGEVTKEDLLLKSKGTCQSCGVTGPNLWACLQVACPYVGCGESFADHSTIHAQAKKHNLTVNLTTFRLWCYACEKEVFLEQRLAAPLLGSSSKFSEQDSPPPSHPLKAVPIAVADEGESESEDDDLKPRGLTGMKNLGNSCYMNAALQALSNCPPLTQFFLECGGLVRTDKKPALCKSYQKLVSEVWHKKRPSYVVPTSLSHGIKLVNPMFRGYAQQDTQEFLRCLMDQLHEELKEPVVATVALTEARDSDSSDTDEKREGDRSPSEDEFLSCDSSSDRGEGDGQGR.... Result: 0 (no interaction). (3) The miRNA is hsa-miR-1976 with sequence CCUCCUGCCCUCCUUGCUGU. The protein sequence of the target gene is MTPGVRVSTDPEQVTFEDVVVGFSQEEWGQLKPAQRTLYRDVMLDTFRLLVSVGHWLPKPNVISLLEQEAELWAVESRLPQGVYPDLETRPKVKLSVLKQGISEEISNSVILVERFLWDGLWYCRGEDTEGHWEWSCESLESLAVPVAFTPVKTPVLEQWQRNGFGENISLNPDLPHQPMTPERQSPHTWGTRGKREKPDLNVLQKTCVKEKPYKCQECGKAFSHSSALIEHHRTHTGERPYECHECLKGFRNSSALTKHQRIHTGEKPYKCTQCGRTFNQIAPLIQHQRTHTGEKPYEC.... Result: 0 (no interaction). (4) The protein sequence of the target gene is MGDTVVEPAPLKPTSEPTSGPPGNNGGSLLSVITEGVGELSVIDPEVAQKACQEVLEKVKLLHGGVAVSSRGTPLELVNGDGVDSEIRCLDDPPAQIREEEDEMGAAVASGTAKGARRRRQNNSAKQSWLLRLFESKLFDISMAISYLYNSKEPGVQAYIGNRLFCFRNEDVDFYLPQLLNMYIHMDEDVGDAIKPYIVHRCRQSINFSLQCALLLGAYSSDMHISTQRHSRGTKLRKLILSDELKPAHRKRELPSLSPAPDTGLSPSKRTHQRSKSDATASISLSSNLKRTASNPKVEN.... The miRNA is mmu-miR-7a-2-3p with sequence CAACAAGUCCCAGUCUGCCACA. Result: 0 (no interaction). (5) The miRNA is mmu-miR-710 with sequence CCAAGUCUUGGGGAGAGUUGAG. The protein sequence of the target gene is MGLPRRLLLLLLLATTCVPASQGLQCMQCESNQSCLVEECALGQDLCRTTVLREWQDDRELEVVTRGCAHSEKTNRTMSYRMGSMIISLTETVCATNLCNRPRPGARGRAFPQGRYLECASCTSLDQSCERGREQSLQCRYPTEHCIEVVTLQSTERSLKDEDYTRGCGSLPGCPGTAGFHSNQTFHFLKCCNYTHCNGGPVLDLQSFPPNGFQCYSCEGNNTLGCSSEEASLINCRGPMNQCLVATGLDVLGNRSYTVRGCATASWCQGSHVADSFPTHLNVSVSCCHGSGCNSPTGGA.... Result: 0 (no interaction).